The task is: Predict the reactants needed to synthesize the given product.. This data is from Full USPTO retrosynthesis dataset with 1.9M reactions from patents (1976-2016). The reactants are: [O:1]1[CH2:3][C@H:2]1[CH2:4][O:5][C:6]1[C:18]2[C:17]3[C:12](=[CH:13][CH:14]=[CH:15][CH:16]=3)[NH:11][C:10]=2[CH:9]=[CH:8][CH:7]=1.[NH2:19][CH2:20][CH:21]1[CH2:26][CH2:25][N:24]([CH2:27][CH2:28][CH3:29])[CH2:23][CH2:22]1. Given the product [CH:9]1[C:10]2[NH:11][C:12]3[C:17](=[CH:16][CH:15]=[CH:14][CH:13]=3)[C:18]=2[C:6]([O:5][CH2:4][C@@H:2]([OH:1])[CH2:3][NH:19][CH2:20][CH:21]2[CH2:26][CH2:25][N:24]([CH2:27][CH2:28][CH3:29])[CH2:23][CH2:22]2)=[CH:7][CH:8]=1, predict the reactants needed to synthesize it.